From a dataset of Full USPTO retrosynthesis dataset with 1.9M reactions from patents (1976-2016). Predict the reactants needed to synthesize the given product. (1) Given the product [CH3:36][C:32]1([CH3:37])[CH2:31][CH:30]([CH2:29][CH2:28][CH2:27][N:20]2[C:19]([O:23][CH3:24])=[N:18][C:17]3[C:21]2=[N:22][C:14]([O:13][C@H:9]([CH3:8])[CH2:10][CH2:11][CH3:12])=[N:15][C:16]=3[NH2:25])[CH2:35][CH2:34][O:33]1, predict the reactants needed to synthesize it. The reactants are: FC(F)(F)C(O)=O.[CH3:8][C@@H:9]([O:13][C:14]1[NH:15][C:16]([NH2:25])=[C:17]2[C:21]([N:22]=1)=[N:20][C:19]([O:23][CH3:24])=[N:18]2)[CH2:10][CH2:11][CH3:12].Br[CH2:27][CH2:28][CH2:29][CH:30]1[CH2:35][CH2:34][O:33][C:32]([CH3:37])([CH3:36])[CH2:31]1. (2) Given the product [C:23]1([C:2]2[C:6]3[CH:7]=[CH:8][CH:9]=[CH:10][C:5]=3[O:4][C:3]=2[C:11]2[CH:20]=[CH:19][C:18]([O:21][CH3:22])=[C:17]3[C:12]=2[CH:13]=[CH:14][CH:15]=[N:16]3)[CH:28]=[CH:27][CH:26]=[CH:25][CH:24]=1, predict the reactants needed to synthesize it. The reactants are: Br[C:2]1[C:6]2[CH:7]=[CH:8][CH:9]=[CH:10][C:5]=2[O:4][C:3]=1[C:11]1[CH:20]=[CH:19][C:18]([O:21][CH3:22])=[C:17]2[C:12]=1[CH:13]=[CH:14][CH:15]=[N:16]2.[C:23]1(B(O)O)[CH:28]=[CH:27][CH:26]=[CH:25][CH:24]=1. (3) Given the product [CH3:19][C:18]([Si:15]([CH3:17])([CH3:16])[O:9][C:5]1[CH:4]=[C:3]([CH:8]=[CH:7][CH:6]=1)[C:1]#[N:2])([CH3:21])[CH3:20], predict the reactants needed to synthesize it. The reactants are: [C:1]([C:3]1[CH:4]=[C:5]([OH:9])[CH:6]=[CH:7][CH:8]=1)#[N:2].N1C=CN=C1.[Si:15](Cl)([C:18]([CH3:21])([CH3:20])[CH3:19])([CH3:17])[CH3:16]. (4) Given the product [ClH:35].[F:22][C:14]1[CH:15]=[N:16][C:17]2[CH:18]=[CH:19][C:20](=[O:21])[N:11]3[CH2:10][CH:9]([CH2:8][N:5]4[CH2:6][CH2:7][C@H:2]([NH:1][CH2:33][C:30]5[N:29]=[CH:28][C:27]6[O:26][CH2:25][S:24][C:32]=6[CH:31]=5)[C@H:3]([OH:23])[CH2:4]4)[C:13]=1[C:12]=23, predict the reactants needed to synthesize it. The reactants are: [NH2:1][C@H:2]1[CH2:7][CH2:6][N:5]([CH2:8][CH:9]2[C:13]3=[C:14]([F:22])[CH:15]=[N:16][C:17]4[CH:18]=[CH:19][C:20](=[O:21])[N:11]([C:12]=43)[CH2:10]2)[CH2:4][C@H:3]1[OH:23].[S:24]1[C:32]2[CH:31]=[C:30]([CH:33]=O)[N:29]=[CH:28][C:27]=2[O:26][CH2:25]1.[ClH:35].Cl.C(OCC)C. (5) Given the product [CH3:1][N:2]1[C:7]2([CH2:8][CH2:9][N:10]([C:13]3[CH:14]=[CH:15][C:16]([NH2:19])=[CH:17][CH:18]=3)[CH2:11][CH2:12]2)[CH2:6][CH2:5][CH2:4][CH2:3]1, predict the reactants needed to synthesize it. The reactants are: [CH3:1][N:2]1[C:7]2([CH2:12][CH2:11][N:10]([C:13]3[CH:18]=[CH:17][C:16]([N+:19]([O-])=O)=[CH:15][CH:14]=3)[CH2:9][CH2:8]2)[CH2:6][CH2:5][CH2:4][CH2:3]1.C(O)C. (6) Given the product [NH2:1][C:2]1[CH:3]=[C:4]([C:5]#[N:6])[CH:7]=[C:8]2[C:9]=1[C:10]1[CH:15]=[C:14]([CH3:16])[CH:13]=[N:12][C:11]=1[NH:18]2, predict the reactants needed to synthesize it. The reactants are: [NH2:1][C:2]1[CH:3]=[C:4]([CH:7]=[C:8]([NH2:18])[C:9]=1[C:10]1[C:11](F)=[N:12][CH:13]=[C:14]([CH3:16])[CH:15]=1)[C:5]#[N:6]. (7) Given the product [C:1]([O:5][C:6](=[O:30])[CH2:7][CH2:8][N:9]([C:23]([O:25][C:26]([CH3:29])([CH3:28])[CH3:27])=[O:24])[CH2:10][C:11]([N:13]1[C:21]2[C:16](=[CH:17][C:18]([O:22][CH2:32][C:33]3[CH:38]=[CH:37][C:36]([CH2:39][CH2:40][CH3:41])=[C:35]([C:42]([F:43])([F:45])[F:44])[CH:34]=3)=[CH:19][CH:20]=2)[CH2:15][CH2:14]1)=[O:12])([CH3:4])([CH3:3])[CH3:2], predict the reactants needed to synthesize it. The reactants are: [C:1]([O:5][C:6](=[O:30])[CH2:7][CH2:8][N:9]([C:23]([O:25][C:26]([CH3:29])([CH3:28])[CH3:27])=[O:24])[CH2:10][C:11]([N:13]1[C:21]2[C:16](=[CH:17][C:18]([OH:22])=[CH:19][CH:20]=2)[CH2:15][CH2:14]1)=[O:12])([CH3:4])([CH3:3])[CH3:2].Cl[CH2:32][C:33]1[CH:38]=[CH:37][C:36]([CH2:39][CH2:40][CH3:41])=[C:35]([C:42]([F:45])([F:44])[F:43])[CH:34]=1.C(=O)([O-])[O-].[K+].[K+]. (8) The reactants are: [C:1]([C:3]1[C:4]([C:19]2[CH:24]=[CH:23][C:22]([Cl:25])=[CH:21][C:20]=2[Cl:26])=[C:5]([C:16]([OH:18])=O)[S:6][C:7]=1[N:8]1[CH2:13][CH2:12][O:11][CH:10]([CH2:14][F:15])[CH2:9]1)#[N:2].[OH-].[NH4+].CC[N:31]=C=NCCCN(C)C. Given the product [C:1]([C:3]1[C:4]([C:19]2[CH:24]=[CH:23][C:22]([Cl:25])=[CH:21][C:20]=2[Cl:26])=[C:5]([C:16]([NH2:31])=[O:18])[S:6][C:7]=1[N:8]1[CH2:13][CH2:12][O:11][CH:10]([CH2:14][F:15])[CH2:9]1)#[N:2], predict the reactants needed to synthesize it. (9) Given the product [O:46]=[C:45]([NH:47][CH2:48][C:49]1[N:50]=[C:51]2[C:56](=[C:57]3[C:62]=1[CH:61]=[CH:60][CH:59]=[CH:58]3)[CH:55]=[CH:54][CH:53]=[CH:52]2)[CH2:44][N:10]1[CH2:9][CH2:8][N:7]([CH2:13][C:14]([O:16][C:17]([CH3:20])([CH3:19])[CH3:18])=[O:15])[CH2:6][CH2:5][N:4]([CH2:21][C:22]([O:24][C:25]([CH3:26])([CH3:27])[CH3:28])=[O:23])[CH2:3][CH2:2][N:1]([CH2:29][C:30]([O:32][C:33]([CH3:36])([CH3:35])[CH3:34])=[O:31])[CH2:12][CH2:11]1, predict the reactants needed to synthesize it. The reactants are: [N:1]1([CH2:29][C:30]([O:32][C:33]([CH3:36])([CH3:35])[CH3:34])=[O:31])[CH2:12][CH2:11][NH:10][CH2:9][CH2:8][N:7]([CH2:13][C:14]([O:16][C:17]([CH3:20])([CH3:19])[CH3:18])=[O:15])[CH2:6][CH2:5][N:4]([CH2:21][C:22]([O:24][C:25]([CH3:28])([CH3:27])[CH3:26])=[O:23])[CH2:3][CH2:2]1.C([O-])([O-])=O.[K+].[K+].Cl[CH2:44][C:45]([NH:47][CH2:48][C:49]1[N:50]=[C:51]2[C:56](=[C:57]3[C:62]=1[CH:61]=[CH:60][CH:59]=[CH:58]3)[CH:55]=[CH:54][CH:53]=[CH:52]2)=[O:46]. (10) Given the product [Cl:1][C:2]1[CH:9]=[C:8]([OH:10])[CH:7]=[CH:6][C:3]=1[CH:4]=[O:24], predict the reactants needed to synthesize it. The reactants are: [Cl:1][C:2]1[CH:9]=[C:8]([OH:10])[CH:7]=[CH:6][C:3]=1[C:4]#N.CC(C[AlH]CC(C)C)C.Cl.C1C[O:24]CC1.